From a dataset of Forward reaction prediction with 1.9M reactions from USPTO patents (1976-2016). Predict the product of the given reaction. (1) Given the reactants C(OC([N:8]1[CH2:14][CH2:13][CH2:12][N:11]([CH2:15][C:16]2[C:24]3[O:23][CH:22]=[CH:21][C:20]=3[CH:19]=[C:18]([NH2:25])[CH:17]=2)[CH2:10][CH2:9]1)=O)(C)(C)C.[S:26]1[CH:30]=[CH:29][CH:28]=[C:27]1[S:31]([Cl:34])(=[O:33])=[O:32], predict the reaction product. The product is: [ClH:34].[ClH:34].[N:11]1([CH2:15][C:16]2[C:24]3[O:23][CH:22]=[CH:21][C:20]=3[CH:19]=[C:18]([NH:25][S:31]([C:27]3[S:26][CH:30]=[CH:29][CH:28]=3)(=[O:33])=[O:32])[CH:17]=2)[CH2:12][CH2:13][CH2:14][NH:8][CH2:9][CH2:10]1. (2) Given the reactants [SH:1][C:2]1[CH:10]=[C:9]([C:11]([F:14])([F:13])[F:12])[CH:8]=[CH:7][C:3]=1[C:4]([OH:6])=O.[C:15]([C:17]1[N:22]=[C:21]([CH2:23][CH2:24][C:25]([O:27][C:28]([CH3:31])([CH3:30])[CH3:29])=[O:26])[CH:20]=[CH:19][CH:18]=1)#[N:16], predict the reaction product. The product is: [O:6]=[C:4]1[C:3]2[CH:7]=[CH:8][C:9]([C:11]([F:14])([F:13])[F:12])=[CH:10][C:2]=2[S:1][C:15]([C:17]2[N:22]=[C:21]([CH2:23][CH2:24][C:25]([O:27][C:28]([CH3:31])([CH3:30])[CH3:29])=[O:26])[CH:20]=[CH:19][CH:18]=2)=[N:16]1. (3) Given the reactants [Cl:1][C:2]1[CH:3]=[C:4]([C:9]2([C:22]([F:25])([F:24])[F:23])[O:13][N:12]=[C:11]([C:14]3[CH:15]=[CH:16][C:17]([CH3:21])=[C:18]([CH:20]=3)[NH2:19])[CH2:10]2)[CH:5]=[C:6]([Cl:8])[CH:7]=1.[C:26](O)(=[O:33])[C:27]1[CH:32]=[CH:31][CH:30]=[N:29][CH:28]=1.Cl.C(N(CC)CCCN=C=NCC)C.C(=O)([O-])O.[Na+], predict the reaction product. The product is: [Cl:1][C:2]1[CH:3]=[C:4]([C:9]2([C:22]([F:23])([F:25])[F:24])[O:13][N:12]=[C:11]([C:14]3[CH:15]=[CH:16][C:17]([CH3:21])=[C:18]([NH:19][C:26](=[O:33])[C:27]4[CH:32]=[CH:31][CH:30]=[N:29][CH:28]=4)[CH:20]=3)[CH2:10]2)[CH:5]=[C:6]([Cl:8])[CH:7]=1. (4) Given the reactants [NH2:1][CH2:2][CH:3]1[CH2:5][CH2:4]1.C[Al](C)C.C[O:11][C:12]([C:14]1[N:15]=[N:16][C:17]([NH:20][CH2:21][C:22]2[C:23]([C:28]3[CH:33]=[CH:32][CH:31]=[CH:30][CH:29]=3)=[N:24][O:25][C:26]=2[CH3:27])=[CH:18][CH:19]=1)=O.O, predict the reaction product. The product is: [CH:3]1([CH2:2][NH:1][C:12]([C:14]2[N:15]=[N:16][C:17]([NH:20][CH2:21][C:22]3[C:23]([C:28]4[CH:33]=[CH:32][CH:31]=[CH:30][CH:29]=4)=[N:24][O:25][C:26]=3[CH3:27])=[CH:18][CH:19]=2)=[O:11])[CH2:5][CH2:4]1. (5) Given the reactants CO[CH2:3][CH2:4][OH:5].[Cl:6][C:7]1[CH:12]=[CH:11]C(C#N)=[CH:9][C:8]=1[C:15]([F:18])([F:17])[F:16].[OH-:19].[Na+].Cl, predict the reaction product. The product is: [Cl:6][C:7]1[CH:12]=[CH:11][C:3]([C:4]([OH:5])=[O:19])=[CH:9][C:8]=1[C:15]([F:18])([F:17])[F:16].